Dataset: B-cell epitopes from IEDB database with 3,159 antigens for binding position prediction. Task: Token-level Classification. Given an antigen amino acid sequence, predict which amino acid positions are active epitope sites capable of antibody binding. Output is a list of indices for active positions. (1) Given the antigen sequence: MMSFGGADALLGAPFAPLHGGGSLHYALARKGGAGGTRSAAGSSSGFHSWTRTSVSSVSASPSRFRGAGAASSTDSLDTLSNGPEGCMVAVATSRSEKEQLQALNDRFAGYIDKVRQLEAHNRSLEGEAAALRQQQAGRSAMGELYEREVREMRGAVLRLGAARGQLRLEQEHLLEDIAHVRQRLDDEARQREEAEAAARALARFAQEAEAARVDLQKKAQALQEECGYLRRHHQEEVGELLGQIQGSGAAQAQMQAETRDALKCDVTSALREIRAQLEGHAVQSTLQSEEWFRVRLDRLSEAAKVNTDAMRSAQEEITEYRRQLQARTTELEALKSTKDSLERQRSELEDRHQADIASYQEAIQQLDAELRNTKWEMAAQLREYQDLLNVKMALDIEIAAYRKLLEGEECRIGFGPIPFSLPEGLPKIPSVSTHIKVKSEEKIKVVEKSEKETVIVEEQTEETQVTEEVTEEEEKEAKEEEGKEEEGGEEEEAEGGEEE..., which amino acid positions are active epitope sites? The epitope positions are: [597, 598, 599, 600, 601, 602, 603, 604]. The amino acids at these positions are: AKSPEKAK. (2) Given the antigen sequence: MGSQVSTQRSGSHENSNSATEGSTINYTTINYYKDSYAATAGKQSLKQDPDKFANPVKDIFTEMAAPLKSPSAEACGYSDRVAQLTIGNSTITTQEAANIIVGYGEWPSYCSDSDATAVDKPTRPDVSVNRFYTLDTKLWEKSSKGWYWKFPDVLTETGVFGQNAQFHYLYRSGFCIHVQCNASKFHQGALLVAVLPEYVIGTVAGGTGTEDSHPPYKQTQPGADGFELQXPYVLDAGIPISQLTVCPHQWINLRTNNCATIIVPYINALPFDSALNHCNFGLLVVPINPLDYDQGATPVIPITITLAPMCSEFAGLRQAVTQGFPTELKPGTNQFLTTDDGVSAPILPNFHPTPCIHIPGEVRNLLELCQVETILEVNNVPTNATSLMERLRFPVSAQAGKGELCAVFRADPGRSGPWQSTLLGQLCGYYTQWSGSLEVTFMFTGSFMATGKMLIAYTPPGGPLPKDRATAMLGTHVIWDFGLQSSVTLVIPWISNTHY..., which amino acid positions are active epitope sites? The epitope positions are: [274, 275, 276, 277, 278, 279, 280, 281, 282, 283, 284, 285, 286, 287, 288]. The amino acids at these positions are: ALNHCNFGLLVVPIN. (3) Given the antigen sequence: MTKKPGGPGKNRAINMLKRGLPRVFPLVGVKKVVMSLLDGRGPVRFVLALITFFKFTALAPTKALLGRWRAVEKSVAMKHLTSFKRELGTLIDVVNKRGKKQNKRGGNESTIMWLASLAIVTACAGAMKLSNFQGKLLMTINNTDIADVIVIPTSKGENRCWVRAIDVGYMCEDTITYECPKLAVGNDPEDVDCWCDNQEVYVQYGRCTRTRHSKRSRRSVSVQTHGESSLVNKKKAWLDSTRATRYLMKTENWIIRNPGYAFLAAALGWMLGSNSGQRVVFTILLLLVAPAYSFNCLGMGNRDFIEGASGATWVDLVLEGDSCLTIMANDKPTLDVRMINIEASQLAEVRSYCYHASVTDISTVARCPTTGEAHNEKRADSSYVCKQGFTDRGWGNGCGLFGKGSIDTCAKFSCTSKAIGRMIQSENIKYEVGIFVHGTTTSENHGNYSAQVGASQAAKFTVTPNAPSITLKLGDYGEVTLDCEPRSGLNTEAFYVMTV..., which amino acid positions are active epitope sites? The epitope positions are: [1024, 1025, 1026, 1027, 1028, 1029, 1030, 1031, 1032, 1033, 1034, 1035, 1036, 1037, 1038, 1039]. The amino acids at these positions are: LWGDGVEESELIIPHT. (4) Given the antigen sequence: MGAALALLGDLVATVSEAAAATGFSVGAPGAVAGFAALVQTVTGGSAIAQLGYRFFADWDHKVSTVGLFQQPAMALQLFNPEDYYDILFPGVNAFVNNIHYLDPRHWGPSLFSTISQAFWNLVRDDLPALTSQEIQRRTQKLFVENLARFLEETTWAIVNSPANLYNYISDYYSRLSPVRPSMVRQVAQREGTYISFGHSYTQSIDDADSIQEVTQRLDLKTPNVQSGEFIERSIAPGGANQRSAPQWMLPLLLGLYGTVTPALAAYEDGPNKKKRRKEGPRASSKTSYKRRSRSSRS, which amino acid positions are active epitope sites? The epitope positions are: [126, 127, 128, 129, 130, 131, 132, 133, 134]. The amino acids at these positions are: LPALTSQEI. (5) The epitope positions are: [375, 376, 377, 378, 379, 380, 381, 382, 383, 384, 385, 386]. The amino acids at these positions are: LAMTPLIPQSKD. Given the antigen sequence: PTKAPDVFPIISGCRHPKDNSPVVLACLITGYHPTSVTVTWYMGTQSQPQRTFPEIQRRDSYYMTSSQLSTPLQQWRQGEYKCVVQHTASKSKKEIFRWPESPKAQASSVPTAQPQAEGSLAKATTAPATTRNTGRGGEEKKKEKEKEEQEERETKTPECPSHTQPLGVYLLTPAVQDLWLRDKATFTCFVVGSDLKDAHLTWEVAGKVPTGGVEEGLLERHSNGSQSQHSRLTLPRSLWNAGTSVTCTLNHPSLPPQRLMALREPAAQAPVKLSLNLLASSDPPEAASWLLCEVSGFSPPNILLMWLEDQREVNTSGFAPARPPPQPRSTTFWAWSVLRVPAPPSPQPATYTCVVSHEDSRTLLNASRSLEVSYLAMTPLIPQSKDENSDDYTTFDDVGSLWTTLSTFVALFILTLLYSGIVTFIKVK, which amino acid positions are active epitope sites? (6) Given the antigen sequence: MIKSVIAGAVAMAVVSFGVNNAAPTIPQGQGKVTFNGTVVDAPCSISQKSADQSIDFGQLSKSFLEAGGVSKPMDLDIELVNCDITAFKGGNGAKKGTVKLAFTGPIVNGHSDELDTNGGTGTAIVVQGAGKNVVFDGSEGDANTLKDGENVLHYTAVVKKSSAVGAAVTEGAFSAVANFNLTYQ, which amino acid positions are active epitope sites? The epitope positions are: [86, 87, 88, 89, 90, 91, 92, 93, 94, 95, 96]. The amino acids at these positions are: AFKGGNGAKKG. (7) Given the antigen sequence: MDSRPQKIWMAPSLTESDMDYHKILTAGLSVQQGIVRQRVIPVYQVNNLEEICQLIIQAFEAGVDFQESADSFLLMLCLHHAYQGDYKLFLESGAVKYLEGHGFRFEVKKRDGVKRLEELLPAVSSGKNIKRTLAAMPEEETTEANAGQFLSFASLFLPKLVVGEKACLEKVQRQIQVHAEQGLIQYPTAWQSVGHMMVIFRLMRTNFLIKFLLIHQGMHMVAGHDANDAVISNSVAQARFSGLLIVKTVLDHILQKTERGVRLHPLARTAKVKNEVNSFKAALSSLAKHGEYAPFARLLNLSGVNNLEHGLFPQLSAIALGVATAHGSTLAGVNVGEQYQQLREAATEAEKQLQQYAESRELDHLGLDDQEKKILMNFHQKKNEISFQQTNAMVTLRKERLAKLTEAITAASLPKTSGHYDDDDDIPFPGPINDDDNPGHQDDDPTDSQDTTIPDVVVDPDDGSYGEYQSYSENGMNAPDDLVLFDLDEDDEDTKPVPN..., which amino acid positions are active epitope sites? The epitope positions are: [0, 1, 2, 3, 4, 5, 6, 7, 8, 9, 10, 11, 12, 13, 14]. The amino acids at these positions are: MDSRPQKIWMAPSLT. (8) Given the antigen sequence: IKVLRGQVVQGVIWLLLVTGAQGRLACKEDFRYAISSTNEIGLLGAEGLTTTWKDYDHNLQLDDGTIKAICTAGSFKVIALNVVSRRYLASLHKGALPTSVTFELLFDGTSPSIEEMGDDFGFGLCPFDTSPVVKGRYNTTLLNGSAFYLVCPIGWTGVIECTAVSPTTLRTEVVKTFRREKPFPHRKDCVTTTVENEDLFYCRLGGNWTCVKGEPVIYTGGLVKQCRWCGFDFNEPDGLPHYPIGKCILANETGYRIVDSTDCNRNGVVISTEGSHECLIGNTSVKVHALDERLGPMPCRPKEIVSSEGPVRKTSCTFNYTKTLRNKYYEPRDSYFQQYMLKGEYQYWFDLDVTDHHSDYFTEFLVLVVVALLGGRYVLWLIVTYVVLTEQLAAGLQLGQGEVVLIGNLITHTDIEVVVYFLLLYLIMRDDPIKKWILLLFH, which amino acid positions are active epitope sites? The epitope positions are: [27, 28, 29, 30, 31, 32, 33, 34, 35, 36, 37, 38, 39, 40, 41, 42, 43, 44, 45]. The amino acids at these positions are: KEDFRYAISSTNEIGLLGA.